This data is from Full USPTO retrosynthesis dataset with 1.9M reactions from patents (1976-2016). The task is: Predict the reactants needed to synthesize the given product. (1) Given the product [Cl:16][C:7]1[C:6]2[C:11](=[C:2]([CH:17]=[CH2:18])[CH:3]=[CH:4][CH:5]=2)[N:10]=[C:9]([C:12]([F:15])([F:14])[F:13])[CH:8]=1, predict the reactants needed to synthesize it. The reactants are: Br[C:2]1[CH:3]=[CH:4][CH:5]=[C:6]2[C:11]=1[N:10]=[C:9]([C:12]([F:15])([F:14])[F:13])[CH:8]=[C:7]2[Cl:16].[CH2:17](N(CC)CC)[CH3:18]. (2) Given the product [C:1]([CH2:3][NH:4][C:5](=[O:36])[C@H:6]([CH2:32][CH:33]([CH3:34])[CH3:35])[NH:7][C:8]1[C:12]([C:13]2[CH:14]=[CH:15][C:16]([N:19]3[CH2:20][CH2:21][NH:22][CH2:23][CH2:24]3)=[CH:17][CH:18]=2)=[N:11][O:10][N:9]=1)#[N:2], predict the reactants needed to synthesize it. The reactants are: [C:1]([CH2:3][NH:4][C:5](=[O:36])[C@H:6]([CH2:32][CH:33]([CH3:35])[CH3:34])[NH:7][C:8]1[C:12]([C:13]2[CH:18]=[CH:17][C:16]([N:19]3[CH2:24][CH2:23][N:22](C(OC(C)(C)C)=O)[CH2:21][CH2:20]3)=[CH:15][CH:14]=2)=[N:11][O:10][N:9]=1)#[N:2].CS(O)(=O)=O.C([O-])(O)=O.[Na+]. (3) Given the product [F:1][C:2]1[CH:3]=[C:4]([O:11][CH2:21][CH2:20][C:15]2[CH:16]=[CH:17][C:18]([Cl:19])=[C:13]([Cl:12])[CH:14]=2)[CH:5]=[CH:6][C:7]=1[N+:8]([O-:10])=[O:9], predict the reactants needed to synthesize it. The reactants are: [F:1][C:2]1[CH:3]=[C:4]([OH:11])[CH:5]=[CH:6][C:7]=1[N+:8]([O-:10])=[O:9].[Cl:12][C:13]1[CH:14]=[C:15]([CH2:20][CH2:21]O)[CH:16]=[CH:17][C:18]=1[Cl:19].C1(P(C2C=CC=CC=2)C2C=CC=CC=2)C=CC=CC=1.CC(OC(/N=N/C(OC(C)C)=O)=O)C. (4) Given the product [Br:17][C@@H:6]([CH2:10][CH:11]1[CH2:16][CH2:15][CH2:14][CH2:13][CH2:12]1)[C:7]([OH:9])=[O:8], predict the reactants needed to synthesize it. The reactants are: N([O-])=O.[Na+].N[C@@H:6]([CH2:10][CH:11]1[CH2:16][CH2:15][CH2:14][CH2:13][CH2:12]1)[C:7]([OH:9])=[O:8].[Br-:17].[K+].S(=O)(=O)(O)O. (5) The reactants are: [NH2:1][C@H:2]1[CH2:7][CH2:6][C@H:5]([NH:8][C:9]2[CH:28]=[CH:27][C:26]([N+:29]([O-:31])=[O:30])=[CH:25][C:10]=2[C:11]([NH:13][CH2:14][C:15]2[CH:20]=[CH:19][C:18]([O:21][CH3:22])=[C:17]([O:23][CH3:24])[CH:16]=2)=[O:12])[CH2:4][CH2:3]1.[CH2:32]([N:35]=[C:36]=[O:37])[CH2:33][CH3:34]. Given the product [CH3:24][O:23][C:17]1[CH:16]=[C:15]([CH:20]=[CH:19][C:18]=1[O:21][CH3:22])[CH2:14][NH:13][C:11](=[O:12])[C:10]1[CH:25]=[C:26]([N+:29]([O-:31])=[O:30])[CH:27]=[CH:28][C:9]=1[NH:8][C@H:5]1[CH2:6][CH2:7][C@H:2]([NH:1][C:36]([NH:35][CH2:32][CH2:33][CH3:34])=[O:37])[CH2:3][CH2:4]1, predict the reactants needed to synthesize it. (6) Given the product [CH2:14]([O:13][C:11]([NH:10][CH2:9][CH2:8][CH2:7][CH2:6][C@H:2]([Br:21])[C:3]([OH:5])=[O:4])=[O:12])[C:15]1[CH:20]=[CH:19][CH:18]=[CH:17][CH:16]=1, predict the reactants needed to synthesize it. The reactants are: N[C@@H:2]([CH2:6][CH2:7][CH2:8][CH2:9][NH:10][C:11]([O:13][CH2:14][C:15]1[CH:20]=[CH:19][CH:18]=[CH:17][CH:16]=1)=[O:12])[C:3]([OH:5])=[O:4].[Br-:21].[K+].NC(CCCCNC(OCC1C=CC=CC=1)=O)C(O)=O. (7) Given the product [Cl:11][C:12]1[N:17]=[C:16]2[C:18]([CH2:21][NH:7][C@@H:5]([CH3:6])[CH:4]([O:8][CH2:9][CH3:10])[O:3][CH2:1][CH3:2])=[CH:19][S:20][C:15]2=[CH:14][CH:13]=1, predict the reactants needed to synthesize it. The reactants are: [CH2:1]([O:3][CH:4]([O:8][CH2:9][CH3:10])[C@@H:5]([NH2:7])[CH3:6])[CH3:2].[Cl:11][C:12]1[N:17]=[C:16]2[C:18]([CH:21]=O)=[CH:19][S:20][C:15]2=[CH:14][CH:13]=1. (8) Given the product [Br:2][CH2:3][CH2:4][CH2:5][CH2:6][CH2:7][CH2:8][CH2:9][CH2:10][CH2:11][CH2:12][CH2:16][CH3:17], predict the reactants needed to synthesize it. The reactants are: O.[Br:2][CH2:3][CH2:4][CH2:5][CH2:6][CH2:7][CH2:8][CH2:9][CH2:10][CH2:11][CH3:12].[OH-].[Na+].Cl.[CH2:16](O)[CH3:17].